Dataset: Forward reaction prediction with 1.9M reactions from USPTO patents (1976-2016). Task: Predict the product of the given reaction. (1) Given the reactants C1C(=O)CC2C(=CC=CC=2)C1.[N-]=[N+]=[N-].[Na+].N#N.[CH2:18]1[C:24]2[CH:25]=[CH:26][CH:27]=[CH:28][C:23]=2[CH2:22][CH2:21][C:20](=[O:29])[NH:19]1, predict the reaction product. The product is: [CH2:21]1[C:22]2[CH:23]=[CH:28][CH:27]=[CH:26][C:25]=2[CH2:24][CH2:18][NH:19][C:20]1=[O:29]. (2) Given the reactants [NH2:1][C:2]1[CH:7]=[CH:6][C:5]([OH:8])=[CH:4][C:3]=1[N+:9]([O-:11])=[O:10].Br[CH2:13][C:14]1[CH:23]=[CH:22][CH:21]=[CH:20][C:15]=1[C:16]([O:18][CH3:19])=[O:17].[OH-].[Na+].Cl, predict the reaction product. The product is: [NH2:1][C:2]1[CH:7]=[CH:6][C:5]([O:8][CH2:13][C:14]2[CH:23]=[CH:22][CH:21]=[CH:20][C:15]=2[C:16]([O:18][CH3:19])=[O:17])=[CH:4][C:3]=1[N+:9]([O-:11])=[O:10]. (3) Given the reactants C(NC(C)C)(C)C.[CH2:8]([Li])[CH2:9][CH2:10][CH3:11].[CH3:13][CH2:14][CH2:15][CH2:16][CH2:17][CH3:18].Cl[Si](C)(C)C.[OH-:24].[Na+].Cl.[O:27]1[CH2:31]C[CH2:29][CH2:28]1, predict the reaction product. The product is: [CH:14]([C:15]1([CH2:29][C:28]([O:27][CH3:31])=[O:24])[CH2:11][CH2:10][CH2:9][CH2:8][CH2:18][CH2:17][CH2:16]1)=[CH2:13]. (4) The product is: [CH:8]([N:11]1[C:15]([C:16]2[S:17][C:18]3[CH2:19][CH2:20][O:21][C:22]4[CH:29]=[CH:28][C:27]([CH:30]5[CH2:35][CH2:34][N:33]([CH2:37][C:38]([NH2:40])=[O:39])[CH2:32][CH2:31]5)=[CH:26][C:23]=4[C:24]=3[N:25]=2)=[N:14][CH:13]=[N:12]1)([CH3:10])[CH3:9]. Given the reactants OC(C(F)(F)F)=O.[CH:8]([N:11]1[C:15]([C:16]2[S:17][C:18]3[CH2:19][CH2:20][O:21][C:22]4[CH:29]=[CH:28][C:27]([CH:30]5[CH2:35][CH2:34][NH:33][CH2:32][CH2:31]5)=[CH:26][C:23]=4[C:24]=3[N:25]=2)=[N:14][CH:13]=[N:12]1)([CH3:10])[CH3:9].Br[CH2:37][C:38]([NH2:40])=[O:39], predict the reaction product. (5) The product is: [CH2:33]([O:35][C:36]([CH:39]1[CH2:38][CH2:43][CH2:42][N:41]([C:30]([C@@H:9]2[CH2:10][C@H:11]([NH:13][CH2:14][C:15]3[CH:20]=[CH:19][C:18]([F:21])=[CH:17][C:16]=3[F:22])[CH2:12][N:8]2[CH2:1][C:2]2[CH:7]=[CH:6][CH:5]=[CH:4][CH:3]=2)=[O:31])[CH2:40]1)=[O:37])[CH3:34].[CH2:33]([O:35][C:36]([CH:38]1[CH2:43][CH2:42][N:41]([C:30]([C@@H:9]2[CH2:10][C@H:11]([NH:13][CH2:14][C:15]3[CH:20]=[CH:19][C:18]([F:21])=[CH:17][C:16]=3[F:22])[CH2:12][N:8]2[CH2:1][C:2]2[CH:7]=[CH:6][CH:5]=[CH:4][CH:3]=2)=[O:31])[CH2:40][CH2:39]1)=[O:37])[CH3:34]. Given the reactants [CH2:1]([N:8]1[CH2:12][CH:11]([N:13](C(OC(C)(C)C)=O)[CH2:14][C:15]2[CH:20]=[CH:19][C:18]([F:21])=[CH:17][C:16]=2[F:22])[CH2:10][CH:9]1[C:30](O)=[O:31])[C:2]1[CH:7]=[CH:6][CH:5]=[CH:4][CH:3]=1.[CH2:33]([O:35][C:36]([CH:38]1[CH2:43][CH2:42][NH:41][CH2:40][CH2:39]1)=[O:37])[CH3:34], predict the reaction product. (6) Given the reactants [C:1]([C:5]1[CH:6]=[C:7]([OH:11])[CH:8]=[CH:9][CH:10]=1)([CH3:4])([CH3:3])[CH3:2].C(N(CC)CC)C.[CH3:19][S:20](Cl)(=[O:22])=[O:21], predict the reaction product. The product is: [CH3:19][S:20]([O:11][C:7]1[CH:8]=[CH:9][CH:10]=[C:5]([C:1]([CH3:4])([CH3:2])[CH3:3])[CH:6]=1)(=[O:22])=[O:21]. (7) Given the reactants [I:1]N1C(=O)CCC1=O.[Cl:9][C:10]1[CH:15]=[CH:14][C:13]([O:16][CH3:17])=[CH:12][C:11]=1[C:18]1[CH:23]=[CH:22][CH:21]=[CH:20][C:19]=1[F:24], predict the reaction product. The product is: [Cl:9][C:10]1[CH:15]=[C:14]([I:1])[C:13]([O:16][CH3:17])=[CH:12][C:11]=1[C:18]1[CH:23]=[CH:22][CH:21]=[CH:20][C:19]=1[F:24].